This data is from Catalyst prediction with 721,799 reactions and 888 catalyst types from USPTO. The task is: Predict which catalyst facilitates the given reaction. (1) Reactant: [OH-].[Na+].[CH3:3][C:4]1[C:9]([CH:10]([CH2:15][CH2:16][CH3:17])[C:11]([O:13]C)=[O:12])=[C:8]([C:18]2[CH:23]=[CH:22][C:21]([CH3:24])=[CH:20][CH:19]=2)[N:7]=[C:6]([N:25]2[CH2:30][CH2:29][CH2:28][CH:27]([O:31][C:32]3[CH:37]=[CH:36][CH:35]=[CH:34][CH:33]=3)[CH2:26]2)[N:5]=1. Product: [CH3:3][C:4]1[C:9]([CH:10]([CH2:15][CH2:16][CH3:17])[C:11]([OH:13])=[O:12])=[C:8]([C:18]2[CH:23]=[CH:22][C:21]([CH3:24])=[CH:20][CH:19]=2)[N:7]=[C:6]([N:25]2[CH2:30][CH2:29][CH2:28][CH:27]([O:31][C:32]3[CH:37]=[CH:36][CH:35]=[CH:34][CH:33]=3)[CH2:26]2)[N:5]=1. The catalyst class is: 5. (2) Reactant: [F:1][C:2]1[CH:7]=[CH:6][C:5]([F:8])=[CH:4][C:3]=1[C@H:9]1[CH2:13][CH2:12][CH2:11][N:10]1[C:14]1[CH:19]=[CH:18][N:17]2[N:20]=[CH:21][C:22](I)=[C:16]2[N:15]=1.[C:24]([Si:26]([CH3:29])([CH3:28])[CH3:27])#[CH:25]. Product: [F:1][C:2]1[CH:7]=[CH:6][C:5]([F:8])=[CH:4][C:3]=1[C@H:9]1[CH2:13][CH2:12][CH2:11][N:10]1[C:14]1[CH:19]=[CH:18][N:17]2[N:20]=[CH:21][C:22]([C:25]#[C:24][Si:26]([CH3:29])([CH3:28])[CH3:27])=[C:16]2[N:15]=1. The catalyst class is: 700. (3) Reactant: C1C(=O)N([Br:8])C(=O)C1.OC(C(F)(F)F)=O.[F:16][C:17]1[CH:22]=[CH:21][N:20]=[C:19]([NH2:23])[CH:18]=1. Product: [Br:8][C:22]1[C:17]([F:16])=[CH:18][C:19]([NH2:23])=[N:20][CH:21]=1. The catalyst class is: 10. (4) Reactant: [F:1][C:2]([F:24])([F:23])[C:3]1[CH:8]=[C:7]([F:9])[CH:6]=[CH:5][C:4]=1[N:10]=[N:10][C:4]1[CH:5]=[CH:6][C:7]([F:9])=[CH:8][C:3]=1[C:2]([F:24])([F:1])[F:23].[H][H]. Product: [F:24][C:2]([F:1])([F:23])[C:3]1[CH:8]=[C:7]([F:9])[CH:6]=[CH:5][C:4]=1[NH2:10]. The catalyst class is: 787.